From a dataset of Reaction yield outcomes from USPTO patents with 853,638 reactions. Predict the reaction yield, written as a fraction of the theoretical maximum amount of product (1.0 means a 100% yield; for example, 0.34 means a 34% yield). (1) The yield is 0.860. The product is [F:7][C:8]1[CH:9]=[C:10]([CH:11]=[C:12]([F:14])[CH:13]=1)[NH:15][CH3:16]. The catalyst is C1COCC1. The reactants are [H-].[H-].[H-].[H-].[Li+].[Al+3].[F:7][C:8]1[CH:9]=[C:10]([NH:15][CH:16]=O)[CH:11]=[C:12]([F:14])[CH:13]=1. (2) The reactants are [NH2:1][C:2]1[C:7]([C:8]2[O:12][N:11]=[C:10]([CH2:13][C:14]3[CH:19]=[CH:18][C:17]([OH:20])=[CH:16][CH:15]=3)[CH:9]=2)=[CH:6][CH:5]=[CH:4][N:3]=1.[OH-].[Na+].[CH:23]1([CH2:26]Br)[CH2:25][CH2:24]1.[I-].[Na+]. The catalyst is CO. The product is [CH:23]1([CH2:26][O:20][C:17]2[CH:18]=[CH:19][C:14]([CH2:13][C:10]3[CH:9]=[C:8]([C:7]4[C:2]([NH2:1])=[N:3][CH:4]=[CH:5][CH:6]=4)[O:12][N:11]=3)=[CH:15][CH:16]=2)[CH2:25][CH2:24]1. The yield is 0.300. (3) The reactants are C(N(CC)CC)C.[OH:8][CH:9]1[CH2:14][CH2:13][N:12]([C:15]([O:17][C:18]([CH3:21])([CH3:20])[CH3:19])=[O:16])[CH2:11][CH2:10]1.[CH3:22][S:23](Cl)(=[O:25])=[O:24]. The catalyst is ClCCl.O. The product is [CH3:22][S:23]([O:8][CH:9]1[CH2:10][CH2:11][N:12]([C:15]([O:17][C:18]([CH3:21])([CH3:20])[CH3:19])=[O:16])[CH2:13][CH2:14]1)(=[O:25])=[O:24]. The yield is 0.890. (4) The reactants are [Br:1][C:2]1[CH:3]=[C:4]2[C:9](=[CH:10][CH:11]=1)[N:8]([C:12](=[O:17])[C:13]([F:16])([F:15])[F:14])[C@@H:7]([CH3:18])[CH2:6][NH:5]2.C(N(CC)C(C)C)(C)C.[O:28]1[CH:32]=[CH:31][CH:30]=[C:29]1[C:33](Cl)=[O:34]. The catalyst is ClCCCl. The product is [Br:1][C:2]1[CH:3]=[C:4]2[C:9](=[CH:10][CH:11]=1)[N:8]([C:12](=[O:17])[C:13]([F:14])([F:16])[F:15])[C@@H:7]([CH3:18])[CH2:6][N:5]2[C:33]([C:29]1[O:28][CH:32]=[CH:31][CH:30]=1)=[O:34]. The yield is 0.540.